From a dataset of Forward reaction prediction with 1.9M reactions from USPTO patents (1976-2016). Predict the product of the given reaction. (1) Given the reactants FC1C=C2C(C(I)=CN2S(C2C=CC=CC=2)(=O)=O)=CC=1.Cl.[F:22][C:23]1[CH:31]=[C:30]2[C:26]([C:27]([C:41]3[CH:49]=[C:48]4[C:44]([CH:45]=[N:46][N:47]4[CH:50]4[CH2:55][CH2:54][NH:53][CH2:52][CH2:51]4)=[CH:43][CH:42]=3)=[CH:28][N:29]2S(C2C=CC=CC=2)(=O)=O)=[CH:25][CH:24]=1.Cl.FC1C=C2C(C(C3C=CC4C(C=3)=NN(C3CCNCC3)C=4)=CN2S(C2C=CC=CC=2)(=O)=O)=CC=1, predict the reaction product. The product is: [F:22][C:23]1[CH:31]=[C:30]2[C:26]([C:27]([C:41]3[CH:49]=[C:48]4[C:44]([CH:45]=[N:46][N:47]4[CH:50]4[CH2:55][CH2:54][NH:53][CH2:52][CH2:51]4)=[CH:43][CH:42]=3)=[CH:28][NH:29]2)=[CH:25][CH:24]=1. (2) Given the reactants Cl[C:2]1[CH:11]=[C:10]([C:12]([NH:14][CH2:15][C@H:16]2[CH2:21][CH2:20][C@H:19]([CH2:22][NH:23][C:24](=[O:30])[O:25][C:26]([CH3:29])([CH3:28])[CH3:27])[CH2:18][CH2:17]2)=[O:13])[C:9]2[C:4](=[CH:5][CH:6]=[CH:7][CH:8]=2)[N:3]=1.FC(F)(F)C(O)=O.[CH3:38][N:39]([CH3:50])[C:40](=[O:49])[CH2:41][O:42][CH:43]1[CH2:48][CH2:47][NH:46][CH2:45][CH2:44]1, predict the reaction product. The product is: [CH3:38][N:39]([CH3:50])[C:40](=[O:49])[CH2:41][O:42][CH:43]1[CH2:44][CH2:45][N:46]([C:2]2[CH:11]=[C:10]([C:12]([NH:14][CH2:15][C@H:16]3[CH2:21][CH2:20][C@H:19]([CH2:22][NH:23][C:24](=[O:30])[O:25][C:26]([CH3:29])([CH3:28])[CH3:27])[CH2:18][CH2:17]3)=[O:13])[C:9]3[C:4](=[CH:5][CH:6]=[CH:7][CH:8]=3)[N:3]=2)[CH2:47][CH2:48]1. (3) Given the reactants [C:1]1([C:7]2[CH:16]=[CH:15][CH:14]=[C:13]3[C:8]=2[C:9]([NH:31][CH2:32][C:33]2[CH:38]=[CH:37][CH:36]=[CH:35][N:34]=2)=[N:10][C:11]([C:17]2[CH:18]=[C:19]([S:23]([NH:26][P:27](=[O:30])([OH:29])[OH:28])(=[O:25])=[O:24])[CH:20]=[N:21][CH:22]=2)=[N:12]3)[CH:6]=[CH:5][CH:4]=[CH:3][CH:2]=1.[OH-].[Na+:40], predict the reaction product. The product is: [C:1]1([C:7]2[CH:16]=[CH:15][CH:14]=[C:13]3[C:8]=2[C:9]([NH:31][CH2:32][C:33]2[CH:38]=[CH:37][CH:36]=[CH:35][N:34]=2)=[N:10][C:11]([C:17]2[CH:18]=[C:19]([S:23]([NH:26][P:27](=[O:28])([O-:29])[O-:30])(=[O:24])=[O:25])[CH:20]=[N:21][CH:22]=2)=[N:12]3)[CH:2]=[CH:3][CH:4]=[CH:5][CH:6]=1.[Na+:40].[Na+:40]. (4) Given the reactants Cl.[Cl:2][CH2:3][C:4]1[C:13]2[C:8](=[CH:9][CH:10]=[C:11]([O:14][CH3:15])[CH:12]=2)[CH:7]=[N:6][CH:5]=1.[C-:16]#[N:17].[K+], predict the reaction product. The product is: [ClH:2].[CH3:15][O:14][C:11]1[CH:12]=[C:13]2[C:8](=[CH:9][CH:10]=1)[CH:7]=[N:6][CH:5]=[C:4]2[CH2:3][C:16]#[N:17]. (5) The product is: [N:19]1([CH2:2][C:3]2[CH:12]=[CH:11][C:6]([C:7]([O:9][CH3:10])=[O:8])=[CH:5][CH:4]=2)[CH:23]=[CH:22][N:21]=[CH:20]1. Given the reactants Br[CH2:2][C:3]1[CH:12]=[CH:11][C:6]([C:7]([O:9][CH3:10])=[O:8])=[CH:5][CH:4]=1.C([O-])([O-])=O.[Cs+].[Cs+].[NH:19]1[CH:23]=[CH:22][N:21]=[CH:20]1, predict the reaction product. (6) Given the reactants [Cl:1][C:2]1[CH:3]=[C:4]([CH:9]=[C:10]([N+:14]([O-:16])=[O:15])[C:11]=1[O:12]C)[C:5]([O:7]C)=[O:6].[OH-].[K+].Cl.O, predict the reaction product. The product is: [Cl:1][C:2]1[CH:3]=[C:4]([CH:9]=[C:10]([N+:14]([O-:16])=[O:15])[C:11]=1[OH:12])[C:5]([OH:7])=[O:6]. (7) Given the reactants C[O:2][C:3]1[CH:7]=[CH:6][S:5][C:4]=1[C:8]([C:10]1[CH:15]=[CH:14][C:13]([O:16][C:17]([F:20])([F:19])[F:18])=[CH:12][CH:11]=1)=[O:9].B(Br)(Br)Br.CSC.C(=O)(O)[O-].[Na+], predict the reaction product. The product is: [OH:2][C:3]1[CH:7]=[CH:6][S:5][C:4]=1[C:8]([C:10]1[CH:11]=[CH:12][C:13]([O:16][C:17]([F:20])([F:18])[F:19])=[CH:14][CH:15]=1)=[O:9]. (8) Given the reactants [OH:1][C:2]1[CH:3]=[C:4]([CH2:9][C@H:10]([NH:26]C(OC(C)(C)C)=O)[C:11]([O:13][CH2:14][C@H:15]([O:17][C:18]([C:20]2[CH:25]=[CH:24][CH:23]=[CH:22][CH:21]=2)=[O:19])[CH3:16])=[O:12])[CH:5]=[CH:6][C:7]=1[OH:8].C(#N)C, predict the reaction product. The product is: [NH2:26][C@@H:10]([CH2:9][C:4]1[CH:5]=[CH:6][C:7]([OH:8])=[C:2]([OH:1])[CH:3]=1)[C:11]([O:13][CH2:14][C@H:15]([O:17][C:18]([C:20]1[CH:25]=[CH:24][CH:23]=[CH:22][CH:21]=1)=[O:19])[CH3:16])=[O:12]. (9) Given the reactants [CH:1]([O:4][C:5]([N:7]1[CH2:12][CH2:11][CH:10]([C@H:13]([CH3:24])[CH2:14][CH2:15][O:16][C:17]2[CH:18]=[N:19][C:20](Cl)=[N:21][CH:22]=2)[CH2:9][CH2:8]1)=[O:6])([CH3:3])[CH3:2].[C:25]([O:29][C:30](=[O:45])[NH:31][C@@H:32]1[C@@H:36]([C:37]2[CH:42]=[C:41]([F:43])[CH:40]=[CH:39][C:38]=2[F:44])[CH2:35][NH:34][CH2:33]1)([CH3:28])([CH3:27])[CH3:26].C1CCN2C(=NCCC2)CC1, predict the reaction product. The product is: [CH:1]([O:4][C:5]([N:7]1[CH2:12][CH2:11][CH:10]([C@H:13]([CH3:24])[CH2:14][CH2:15][O:16][C:17]2[CH:18]=[N:19][C:20]([N:34]3[CH2:35][C@H:36]([C:37]4[CH:42]=[C:41]([F:43])[CH:40]=[CH:39][C:38]=4[F:44])[C@@H:32]([NH:31][C:30]([O:29][C:25]([CH3:28])([CH3:27])[CH3:26])=[O:45])[CH2:33]3)=[N:21][CH:22]=2)[CH2:9][CH2:8]1)=[O:6])([CH3:3])[CH3:2]. (10) Given the reactants S(S([O-])(=O)=O)([O-])(=O)=O.[Na+].[Na+].[Cl:11][C:12]1[C:21]([N+:22]([O-])=O)=[C:20]([NH:25][CH2:26][C:27]#[CH:28])[C:19]2[C:14](=[CH:15][CH:16]=[CH:17][CH:18]=2)[N:13]=1, predict the reaction product. The product is: [Cl:11][C:12]1[C:21]([NH2:22])=[C:20]([NH:25][CH2:26][C:27]#[CH:28])[C:19]2[C:14](=[CH:15][CH:16]=[CH:17][CH:18]=2)[N:13]=1.